The task is: Predict the product of the given reaction.. This data is from Forward reaction prediction with 1.9M reactions from USPTO patents (1976-2016). Given the reactants [N:1]1[O:5][N:4]=[C:3]2[CH:6]=[C:7]([C:10]3[CH:15]=[CH:14][C:13]([N:16]([CH3:18])[CH3:17])=[CH:12][C:11]=3[O:19]C)[CH:8]=[CH:9][C:2]=12.[Al](Br)(Br)Br, predict the reaction product. The product is: [N:1]1[O:5][N:4]=[C:3]2[CH:6]=[C:7]([C:10]3[CH:15]=[CH:14][C:13]([N:16]([CH3:17])[CH3:18])=[CH:12][C:11]=3[OH:19])[CH:8]=[CH:9][C:2]=12.